Dataset: Forward reaction prediction with 1.9M reactions from USPTO patents (1976-2016). Task: Predict the product of the given reaction. (1) Given the reactants OC(C(F)(F)F)=O.[NH:8]1[CH2:11][CH:10]([NH:12][C:13](=[O:30])[CH2:14][NH:15][C:16]2[C:24]3[C:19](=[CH:20][CH:21]=[C:22]([C:25]([F:28])([F:27])[F:26])[CH:23]=3)[N:18]([CH3:29])[N:17]=2)[CH2:9]1.[OH:31][C:32]1([C:39]2[S:43][CH:42]=[N:41][CH:40]=2)[CH2:37][CH2:36][C:35](=O)[CH2:34][CH2:33]1, predict the reaction product. The product is: [OH:31][C:32]1([C:39]2[S:43][CH:42]=[N:41][CH:40]=2)[CH2:33][CH2:34][CH:35]([N:8]2[CH2:9][CH:10]([NH:12][C:13](=[O:30])[CH2:14][NH:15][C:16]3[C:24]4[C:19](=[CH:20][CH:21]=[C:22]([C:25]([F:27])([F:26])[F:28])[CH:23]=4)[N:18]([CH3:29])[N:17]=3)[CH2:11]2)[CH2:36][CH2:37]1. (2) The product is: [CH3:26][O:27][C:28]([CH:30]1[CH2:35][N:34]([C:8]2[S:9][CH:10]=[C:11]([C:13]3[CH2:17][CH:16]([C:18]4[C:23]([F:24])=[CH:22][CH:21]=[CH:20][C:19]=4[F:25])[O:15][N:14]=3)[N:12]=2)[CH2:33][CH2:32][N:31]1[C:36]([O:38][C:39]([CH3:42])([CH3:41])[CH3:40])=[O:37])=[O:29]. Given the reactants C(=O)([O-])[O-].[K+].[K+].Br[C:8]1[S:9][CH:10]=[C:11]([C:13]2[CH2:17][CH:16]([C:18]3[C:23]([F:24])=[CH:22][CH:21]=[CH:20][C:19]=3[F:25])[O:15][N:14]=2)[N:12]=1.[CH3:26][O:27][C:28]([CH:30]1[CH2:35][NH:34][CH2:33][CH2:32][N:31]1[C:36]([O:38][C:39]([CH3:42])([CH3:41])[CH3:40])=[O:37])=[O:29], predict the reaction product. (3) Given the reactants C(N(CC)C(C)C)C.Cl.[N:10]1[CH:15]=[CH:14][CH:13]=[CH:12][C:11]=1[C:16]1[N:21]=[CH:20][C:19]([C:22]([OH:24])=O)=[CH:18][N:17]=1.[CH3:25][S:26]([C:29]1[CH:30]=[C:31]2[C:35](=[CH:36][CH:37]=1)[N:34]([NH2:38])[CH:33]=[CH:32]2)(=[O:28])=[O:27].CN(C(ON1N=NC2C=CC=CC1=2)=[N+](C)C)C.[B-](F)(F)(F)F, predict the reaction product. The product is: [CH3:25][S:26]([C:29]1[CH:30]=[C:31]2[C:35](=[CH:36][CH:37]=1)[N:34]([NH:38][C:22]([C:19]1[CH:20]=[N:21][C:16]([C:11]3[CH:12]=[CH:13][CH:14]=[CH:15][N:10]=3)=[N:17][CH:18]=1)=[O:24])[CH:33]=[CH:32]2)(=[O:28])=[O:27].